From a dataset of Catalyst prediction with 721,799 reactions and 888 catalyst types from USPTO. Predict which catalyst facilitates the given reaction. (1) Reactant: [Cl:1][C:2]1[CH:18]=[CH:17][C:5]([O:6][C:7]2[CH:12]=[CH:11][C:10]([C:13](=[N:15]O)[CH3:14])=[CH:9][CH:8]=2)=[C:4]([F:19])[CH:3]=1.N.[H][H]. Product: [Cl:1][C:2]1[CH:18]=[CH:17][C:5]([O:6][C:7]2[CH:8]=[CH:9][C:10]([CH:13]([NH2:15])[CH3:14])=[CH:11][CH:12]=2)=[C:4]([F:19])[CH:3]=1. The catalyst class is: 94. (2) The catalyst class is: 2. Reactant: [F:1][C:2]1[CH:3]=[CH:4][C:5]([N+:9]([O-:11])=[O:10])=[C:6]([OH:8])[CH:7]=1.[F:12][C:13]1([F:20])[CH2:18][CH2:17][CH:16](O)[CH2:15][CH2:14]1.C1(P(C2C=CC=CC=2)C2C=CC=CC=2)C=CC=CC=1. Product: [F:12][C:13]1([F:20])[CH2:18][CH2:17][CH:16]([O:8][C:6]2[CH:7]=[C:2]([F:1])[CH:3]=[CH:4][C:5]=2[N+:9]([O-:11])=[O:10])[CH2:15][CH2:14]1.